This data is from Reaction yield outcomes from USPTO patents with 853,638 reactions. The task is: Predict the reaction yield, written as a fraction of the theoretical maximum amount of product (1.0 means a 100% yield; for example, 0.34 means a 34% yield). (1) The reactants are Cl.[Cl:2][C:3]1[CH:23]=[CH:22][C:6]([O:7][C:8]2[CH:21]=[CH:20][C:11]([O:12][CH2:13][C@@H:14]3[CH2:19][CH2:18][CH2:17][CH2:16][NH:15]3)=[CH:10][CH:9]=2)=[CH:5][CH:4]=1.[C:24]([O:28][C:29](=[O:32])[CH2:30]Br)([CH3:27])([CH3:26])[CH3:25].C(N(CC)CC)C. The catalyst is ClCCl.O. The product is [C:24]([O:28][C:29](=[O:32])[CH2:30][N:15]1[CH2:16][CH2:17][CH2:18][CH2:19][C@H:14]1[CH2:13][O:12][C:11]1[CH:20]=[CH:21][C:8]([O:7][C:6]2[CH:22]=[CH:23][C:3]([Cl:2])=[CH:4][CH:5]=2)=[CH:9][CH:10]=1)([CH3:27])([CH3:26])[CH3:25]. The yield is 0.470. (2) The reactants are Cl.[C:2]([C:6]1[N:10]([CH2:11][CH:12]2[CH2:17][CH2:16][O:15][CH2:14][CH2:13]2)[C:9]2[CH:18]=[CH:19][C:20]([NH:22][CH2:23][CH3:24])=[CH:21][C:8]=2[N:7]=1)([CH3:5])([CH3:4])[CH3:3].[C:25]([NH:28][C:29]1[CH:34]=[CH:33][C:32]([S:35](Cl)(=[O:37])=[O:36])=[CH:31][CH:30]=1)(=[O:27])[CH3:26]. The catalyst is CN(C1C=CN=CC=1)C.CC#N.CCOC(C)=O. The product is [C:2]([C:6]1[N:10]([CH2:11][CH:12]2[CH2:17][CH2:16][O:15][CH2:14][CH2:13]2)[C:9]2[CH:18]=[CH:19][C:20]([N:22]([CH2:23][CH3:24])[S:35]([C:32]3[CH:31]=[CH:30][C:29]([NH:28][C:25](=[O:27])[CH3:26])=[CH:34][CH:33]=3)(=[O:37])=[O:36])=[CH:21][C:8]=2[N:7]=1)([CH3:5])([CH3:3])[CH3:4]. The yield is 0.780. (3) The reactants are [NH2:1][C@@H:2]([CH2:7][C:8]1[CH:13]=[C:12]([O:14][CH3:15])[C:11]([C:16]2[CH:21]=[CH:20][CH:19]=[CH:18][CH:17]=2)=[C:10]([O:22][CH3:23])[CH:9]=1)[C:3]([O:5][CH3:6])=[O:4].[O:24]=[C:25]1[C:28]2([CH2:33][CH2:32][CH2:31][CH2:30][CH2:29]2)[C:27](O)=[CH:26]1. The catalyst is C(Cl)Cl. The product is [O:24]=[C:25]1[C:28]2([CH2:33][CH2:32][CH2:31][CH2:30][CH2:29]2)[C:27]([NH:1][C@@H:2]([CH2:7][C:8]2[CH:9]=[C:10]([O:22][CH3:23])[C:11]([C:16]3[CH:21]=[CH:20][CH:19]=[CH:18][CH:17]=3)=[C:12]([O:14][CH3:15])[CH:13]=2)[C:3]([O:5][CH3:6])=[O:4])=[CH:26]1. The yield is 0.920. (4) The reactants are [N-:1]=[N+:2]=[N-:3].[Na+].Cl[C:6]1[N:7]=[C:8]2[CH:28]=[C:27]([Cl:29])[CH:26]=[N:25][C:9]2=[N:10][C:11]=1[N:12]1[CH2:15][CH:14]([N:16]([CH3:24])[C:17](=[O:23])[O:18][C:19]([CH3:22])([CH3:21])[CH3:20])[CH2:13]1. The catalyst is CCO. The product is [Cl:29][C:27]1[CH:26]=[N:25][C:9]2[N:10]=[C:11]([N:12]3[CH2:13][CH:14]([N:16]([CH3:24])[C:17](=[O:23])[O:18][C:19]([CH3:22])([CH3:20])[CH3:21])[CH2:15]3)[C:6]3[N:1]([N:2]=[N:3][N:7]=3)[C:8]=2[CH:28]=1. The yield is 0.930.